From a dataset of Forward reaction prediction with 1.9M reactions from USPTO patents (1976-2016). Predict the product of the given reaction. (1) Given the reactants [C:1]([N:8]1[CH2:13][CH2:12][NH:11][CH2:10][CH2:9]1)(OC(C)(C)C)=O.BrC1[CH:20]=[C:19]([F:21])[C:18]([CH3:22])=[CH:17][C:16]=1[Cl:23].CC(C)([O-])C.[Na+].C1(C)C=CC=CC=1, predict the reaction product. The product is: [ClH:23].[Cl:23][C:16]1[CH:17]=[C:18]([CH3:22])[C:19]([F:21])=[CH:20][C:1]=1[N:8]1[CH2:9][CH2:10][NH:11][CH2:12][CH2:13]1. (2) Given the reactants [C:1]([C:4]1[CH:18]=[CH:17][C:7]([C:8]([NH:10][C:11]2[CH:16]=[CH:15][N:14]=[CH:13][CH:12]=2)=[O:9])=[CH:6][C:5]=1[OH:19])(=O)[CH3:2].CCN(C(C)C)C(C)C.Cl.[NH2:30][OH:31], predict the reaction product. The product is: [OH:19][C:5]1[CH:6]=[C:7]([CH:17]=[CH:18][C:4]=1[C:1](=[N:30][OH:31])[CH3:2])[C:8]([NH:10][C:11]1[CH:16]=[CH:15][N:14]=[CH:13][CH:12]=1)=[O:9]. (3) Given the reactants C(N(CC)CC)C.[Cl:8][CH:9]([Cl:13])[C:10](Cl)=[O:11].[CH2:14]([O:21][C:22]1[C:23]([CH3:31])=[C:24]([CH3:30])[C:25]([NH2:29])=[N:26][C:27]=1[CH3:28])[C:15]1[CH:20]=[CH:19][CH:18]=[CH:17][CH:16]=1, predict the reaction product. The product is: [CH2:14]([O:21][C:22]1[C:23]([CH3:31])=[C:24]([CH3:30])[C:25]([NH:29][C:10](=[O:11])[CH:9]([Cl:13])[Cl:8])=[N:26][C:27]=1[CH3:28])[C:15]1[CH:16]=[CH:17][CH:18]=[CH:19][CH:20]=1. (4) Given the reactants Br[C:2]1[CH:16]=[CH:15][C:5]([CH2:6][O:7][Si](C(C)(C)C)(C)C)=[CH:4][CH:3]=1.CON(C)[C:20](=[O:33])[CH2:21][CH2:22][CH2:23][N:24]([CH3:32])[C:25](=[O:31])[O:26][C:27]([CH3:30])([CH3:29])[CH3:28].[F-].C([N+](CCCC)(CCCC)CCCC)CCC.O1CCCC1.Cl.C(=O)([O-])O.[Na+], predict the reaction product. The product is: [OH:7][CH2:6][C:5]1[CH:15]=[CH:16][C:2]([C:20](=[O:33])[CH2:21][CH2:22][CH2:23][N:24]([CH3:32])[C:25](=[O:31])[O:26][C:27]([CH3:28])([CH3:29])[CH3:30])=[CH:3][CH:4]=1. (5) Given the reactants C([O-])([O-])=O.[K+].[K+].[CH2:7]([O:9][C:10](=[O:23])[CH2:11][C:12]1[C:16]2[CH:17]=[CH:18][C:19]([CH:21]=O)=[CH:20][C:15]=2[S:14][CH:13]=1)[CH3:8].[Cl-:24].[CH3:25][C:26]1[C:31]([CH2:32][P+:33]([C:46]2[CH:51]=[CH:50][CH:49]=[CH:48][CH:47]=2)([C:40]2[CH:45]=[CH:44][CH:43]=[CH:42][CH:41]=2)[C:34]2[CH:39]=[CH:38][CH:37]=[CH:36][CH:35]=2)=[CH:30][CH:29]=[C:28]([CH3:52])[N:27]=1, predict the reaction product. The product is: [CH2:7]([O:9][C:10](=[O:23])[CH2:11][C:12]1[C:16]2[CH:17]=[CH:18][C:19](/[CH:21]=[CH:32]/[C:31]3[C:26]([CH3:25])=[N:27][C:28]([CH3:52])=[CH:29][CH:30]=3)=[CH:20][C:15]=2[S:14][CH:13]=1)[CH3:8].[Cl-:24].[CH3:25][C:26]1[C:31]([CH2:32][P+:33]([C:34]2[CH:39]=[CH:38][CH:37]=[CH:36][CH:35]=2)([C:46]2[CH:47]=[CH:48][CH:49]=[CH:50][CH:51]=2)[C:40]2[CH:45]=[CH:44][CH:43]=[CH:42][CH:41]=2)=[CH:30][CH:29]=[C:28]([CH3:52])[N:27]=1.